From a dataset of Full USPTO retrosynthesis dataset with 1.9M reactions from patents (1976-2016). Predict the reactants needed to synthesize the given product. (1) The reactants are: [CH3:1][O:2][C:3]1[CH:8]=[CH:7][CH:6]=[CH:5][C:4]=1[NH:9][C:10]([C@@H:12]1[N:20]([C:21](=[O:40])[C@@H:22]([NH:26][C:27](=[O:39])[C@@H:28]([N:30](C)[C:31](=O)OC(C)(C)C)[CH3:29])[CH:23]([CH3:25])[CH3:24])[C:15]2=[N:16][CH:17]=[CH:18][CH:19]=[C:14]2[CH2:13]1)=[O:11].C(O)(C(F)(F)F)=O. Given the product [CH3:1][O:2][C:3]1[CH:8]=[CH:7][CH:6]=[CH:5][C:4]=1[NH:9][C:10]([C@@H:12]1[N:20]([C:21](=[O:40])[C@@H:22]([NH:26][C:27](=[O:39])[C@@H:28]([NH:30][CH3:31])[CH3:29])[CH:23]([CH3:25])[CH3:24])[C:15]2=[N:16][CH:17]=[CH:18][CH:19]=[C:14]2[CH2:13]1)=[O:11], predict the reactants needed to synthesize it. (2) Given the product [Br:1][C:2]1[CH:3]=[C:4]([C:8]2[C:9]([C:11]3[CH:16]=[CH:15][CH:14]=[C:13]([CH3:17])[N:12]=3)=[N:27][NH:21][CH:23]=2)[CH:5]=[CH:6][CH:7]=1, predict the reactants needed to synthesize it. The reactants are: [Br:1][C:2]1[CH:3]=[C:4]([CH2:8][C:9]([C:11]2[CH:16]=[CH:15][CH:14]=[C:13]([CH3:17])[N:12]=2)=O)[CH:5]=[CH:6][CH:7]=1.COC(OC)[N:21]([CH3:23])C.O.[NH2:27]N. (3) Given the product [ClH:1].[Cl:16][C:24]1[CH:23]=[C:22]([C:25]2([CH2:30][C:31]([NH2:33])=[NH:32])[CH2:29][CH2:28][CH2:27][CH2:26]2)[CH:21]=[CH:20][CH:19]=1, predict the reactants needed to synthesize it. The reactants are: [Cl:1]C1C=C(C2(CC#N)CCCC2)C=CC=1.[ClH:16].FC(F)(F)[C:19]1[CH:24]=[CH:23][C:22]([C:25]2([CH2:30][C:31]([NH2:33])=[NH:32])[CH2:29][CH2:28][CH2:27][CH2:26]2)=[CH:21][CH:20]=1. (4) Given the product [CH3:25][C@H:20]1[O:21][C@@H:22]([CH3:24])[CH2:23][N:18]([C:15]2[C:14]([CH:26]=[O:27])=[CH:13][C:12]3[C:8]([OH:7])=[N:9][O:10][C:11]=3[C:16]=2[F:17])[CH2:19]1, predict the reactants needed to synthesize it. The reactants are: C(=O)([O:7][CH:8]1[C:12]2[CH:13]=[C:14]([CH:26]=[O:27])[C:15]([N:18]3[CH2:23][C@H:22]([CH3:24])[O:21][C@H:20]([CH3:25])[CH2:19]3)=[C:16]([F:17])[C:11]=2[O:10][NH:9]1)OC(C)(C)C.Cl. (5) Given the product [C:24]1([C:22](=[O:23])[CH2:21][CH2:20][N:1]2[CH2:2][CH2:3][CH:4]([N:7]([CH3:18])[C:8](=[O:17])[CH2:9][C:10]3[CH:11]=[CH:12][C:13]([F:16])=[CH:14][CH:15]=3)[CH2:5][CH2:6]2)[CH:29]=[CH:28][CH:27]=[CH:26][CH:25]=1, predict the reactants needed to synthesize it. The reactants are: [NH:1]1[CH2:6][CH2:5][CH:4]([N:7]([CH3:18])[C:8](=[O:17])[CH2:9][C:10]2[CH:15]=[CH:14][C:13]([F:16])=[CH:12][CH:11]=2)[CH2:3][CH2:2]1.Cl[CH2:20][CH2:21][C:22]([C:24]1[CH:29]=[CH:28][CH:27]=[CH:26][CH:25]=1)=[O:23].CCN(C(C)C)C(C)C.O. (6) The reactants are: [CH3:1][S:2]([C:5]1[CH:10]=[CH:9][C:8]([C:11]2[CH:12]=[C:13]3[CH2:19][C@:18]([CH:21]4[CH2:26][CH2:25][N:24]([C:27]#[N:28])[CH2:23][CH2:22]4)([CH3:20])[O:17][C:14]3=[CH:15][N:16]=2)=[CH:7][CH:6]=1)(=[O:4])=[O:3].[OH:29][NH:30][C:31](=N)[CH:32]([CH3:34])[CH3:33]. Given the product [CH:32]([C:31]1[N:28]=[C:27]([N:24]2[CH2:23][CH2:22][CH:21]([C@@:18]3([CH3:20])[O:17][C:14]4=[CH:15][N:16]=[C:11]([C:8]5[CH:9]=[CH:10][C:5]([S:2]([CH3:1])(=[O:3])=[O:4])=[CH:6][CH:7]=5)[CH:12]=[C:13]4[CH2:19]3)[CH2:26][CH2:25]2)[O:29][N:30]=1)([CH3:34])[CH3:33], predict the reactants needed to synthesize it. (7) Given the product [NH2:1][C:2]1[N:3]=[C:4]([CH3:18])[C:5]2[CH:11]=[CH:12][C:13](=[O:14])[N:8]([CH2:9][CH3:10])[C:6]=2[N:7]=1, predict the reactants needed to synthesize it. The reactants are: [NH2:1][C:2]1[N:7]=[C:6]([NH:8][CH2:9][CH3:10])[C:5](/[CH:11]=[CH:12]/[C:13](OCC)=[O:14])=[C:4]([CH3:18])[N:3]=1.C1CCN2C(=NCCC2)CC1. (8) Given the product [CH2:1]([O:3][C:4]([C:6]1[C:7](=[O:27])[C:8]2[CH:13]=[N:12][C:11]([NH:41][C:38]3[CH:37]=[CH:36][C:35]([N:32]4[CH2:31][CH2:30][N:29]([CH3:28])[CH2:34][CH2:33]4)=[CH:40][CH:39]=3)=[N:10][C:9]=2[N:18]([CH:20]2[CH2:25][CH:24]3[CH2:26][CH:21]2[CH2:22][CH2:23]3)[CH:19]=1)=[O:5])[CH3:2], predict the reactants needed to synthesize it. The reactants are: [CH2:1]([O:3][C:4]([C:6]1[C:7](=[O:27])[C:8]2[CH:13]=[N:12][C:11](S(C)(=O)=O)=[N:10][C:9]=2[N:18]([CH:20]2[CH2:25][CH:24]3[CH2:26][CH:21]2[CH2:22][CH2:23]3)[CH:19]=1)=[O:5])[CH3:2].[CH3:28][N:29]1[CH2:34][CH2:33][N:32]([C:35]2[CH:40]=[CH:39][C:38]([NH2:41])=[CH:37][CH:36]=2)[CH2:31][CH2:30]1. (9) The reactants are: [CH2:1]([N:8]1[C:16]2[C:11](=[CH:12][CH:13]=[CH:14][C:15]=2Br)[CH:10]=[CH:9]1)[C:2]1[CH:7]=[CH:6][CH:5]=[CH:4][CH:3]=1.[F:18][C:19]([F:31])([F:30])[O:20][C:21]1[CH:26]=[CH:25][C:24](B(O)O)=[CH:23][CH:22]=1.ClCCl.C(=O)([O-])[O-].[K+].[K+]. Given the product [CH2:1]([N:8]1[C:16]2[C:11](=[CH:12][CH:13]=[CH:14][C:15]=2[C:24]2[CH:23]=[CH:22][C:21]([O:20][C:19]([F:18])([F:30])[F:31])=[CH:26][CH:25]=2)[CH:10]=[CH:9]1)[C:2]1[CH:7]=[CH:6][CH:5]=[CH:4][CH:3]=1, predict the reactants needed to synthesize it. (10) Given the product [ClH:1].[N:18]1[CH:19]=[CH:20][CH:21]=[CH:22][C:17]=1[C:16]([NH2:15])=[O:23], predict the reactants needed to synthesize it. The reactants are: [Cl:1]C1C(C(F)(F)F)=CN=C2NC=C([NH:15][C:16](=[O:23])[C:17]3[CH:22]=[CH:21][CH:20]=[CH:19][N:18]=3)C=12.N1CCC[C@@H](NC(=O)OC(C)(C)C)C1.CCN(C(C)C)C(C)C.C(O)(C(F)(F)F)=O.